From a dataset of Full USPTO retrosynthesis dataset with 1.9M reactions from patents (1976-2016). Predict the reactants needed to synthesize the given product. (1) Given the product [CH2:16]([NH:23][CH2:14][C:9]1[C:10]([CH3:13])=[N:11][O:12][C:8]=1[C:5]1[CH:6]=[CH:7][C:2]([Br:1])=[CH:3][CH:4]=1)[C:17]1[CH:22]=[CH:21][CH:20]=[CH:19][CH:18]=1, predict the reactants needed to synthesize it. The reactants are: [Br:1][C:2]1[CH:7]=[CH:6][C:5]([C:8]2[O:12][N:11]=[C:10]([CH3:13])[C:9]=2[CH:14]=O)=[CH:4][CH:3]=1.[CH2:16]([NH2:23])[C:17]1[CH:22]=[CH:21][CH:20]=[CH:19][CH:18]=1. (2) Given the product [CH2:47]([C@H:46]([NH:45][C:43](=[O:44])[C:42]1[CH:61]=[C:62]([N:64]2[CH2:68][CH2:67][CH2:66][C:65]2=[O:69])[CH:63]=[C:40]([O:39][CH:36]([CH3:37])[CH3:38])[CH:41]=1)[C@@H:54]([OH:55])[CH2:58][C@H:57]([C:56](=[O:60])[NH:14][CH2:13][CH:11]([CH3:12])[CH3:10])[CH3:59])[C:48]1[CH:49]=[CH:50][CH:51]=[CH:52][CH:53]=1, predict the reactants needed to synthesize it. The reactants are: C(OC(=O)N[C@@H](CC1C=CC=CC=1)[C@@H](O)[CH2:10][C@H:11]([C:13](=O)[NH:14]CCC(C)(C)C)[CH3:12])(C)(C)C.C(N)C(C)C.[CH:36]([O:39][C:40]1[CH:41]=[C:42]([CH:61]=[C:62]([N:64]2[CH2:68][CH2:67][CH2:66][C:65]2=[O:69])[CH:63]=1)[C:43]([NH:45][C@H:46]([C@@H:54]1[CH2:58][C@@H:57]([CH3:59])[C:56](=[O:60])[O:55]1)[CH2:47][C:48]1[CH:53]=[CH:52][CH:51]=[CH:50][CH:49]=1)=[O:44])([CH3:38])[CH3:37]. (3) The reactants are: C(O)(C(F)(F)F)=O.[Cl:8][C:9]1[CH:10]=[C:11]([C:19]2[O:23][N:22]=[C:21]([C:24]3[CH:25]=[C:26]([CH2:30][CH2:31][C:32]([O:34]C(C)(C)C)=[O:33])[CH:27]=[CH:28][CH:29]=3)[N:20]=2)[CH:12]=[CH:13][C:14]=1[O:15][CH:16]([CH3:18])[CH3:17]. Given the product [Cl:8][C:9]1[CH:10]=[C:11]([C:19]2[O:23][N:22]=[C:21]([C:24]3[CH:25]=[C:26]([CH2:30][CH2:31][C:32]([OH:34])=[O:33])[CH:27]=[CH:28][CH:29]=3)[N:20]=2)[CH:12]=[CH:13][C:14]=1[O:15][CH:16]([CH3:18])[CH3:17], predict the reactants needed to synthesize it. (4) Given the product [CH:23]1([NH:28][C:2]2[C:3]([CH3:22])=[N:4][C:5]3[C:10]([N:11]=2)=[C:9]([C:12]2[NH:20][C:19]4[CH2:18][CH2:17][NH:16][C:15](=[O:21])[C:14]=4[CH:13]=2)[CH:8]=[CH:7][CH:6]=3)[CH2:27][CH2:26][CH2:25][CH2:24]1, predict the reactants needed to synthesize it. The reactants are: F[C:2]1[C:3]([CH3:22])=[N:4][C:5]2[C:10]([N:11]=1)=[C:9]([C:12]1[NH:20][C:19]3[CH2:18][CH2:17][NH:16][C:15](=[O:21])[C:14]=3[CH:13]=1)[CH:8]=[CH:7][CH:6]=2.[CH:23]1([NH2:28])[CH2:27][CH2:26][CH2:25][CH2:24]1.CO.C(Cl)Cl.